Dataset: Forward reaction prediction with 1.9M reactions from USPTO patents (1976-2016). Task: Predict the product of the given reaction. (1) Given the reactants [CH3:1][O:2][C:3]([CH:5]1[CH2:7][CH:6]1[C:8]1[CH:13]=[CH:12][C:11]([O:14]CC2C=CC=CC=2)=[CH:10][C:9]=1[CH3:22])=[O:4].N#N.[H][H], predict the reaction product. The product is: [CH3:1][O:2][C:3]([CH:5]1[CH2:7][CH:6]1[C:8]1[CH:13]=[CH:12][C:11]([OH:14])=[CH:10][C:9]=1[CH3:22])=[O:4]. (2) Given the reactants [OH:1][C:2]1[CH:11]=[C:10]2[C:5]([C:6]([C:14]3[CH:19]=[CH:18][CH:17]=[CH:16][CH:15]=3)=[CH:7][C:8]([CH3:13])([CH3:12])[O:9]2)=[CH:4][C:3]=1[C:20](=[O:22])[CH3:21].I[CH2:24][CH2:25][CH3:26], predict the reaction product. The product is: [CH3:13][C:8]1([CH3:12])[CH:7]=[C:6]([C:14]2[CH:15]=[CH:16][CH:17]=[CH:18][CH:19]=2)[C:5]2[C:10](=[CH:11][C:2]([O:1][CH2:24][CH2:25][CH3:26])=[C:3]([C:20](=[O:22])[CH3:21])[CH:4]=2)[O:9]1. (3) Given the reactants N#N.Cl[C:4]1[N:9]=[CH:8][N:7]=[C:6]([N:10]2[CH2:15][CH2:14][CH:13]([C:16]([O:18][CH2:19][CH3:20])=[O:17])[CH2:12][CH2:11]2)[C:5]=1[F:21].[NH2:22][C:23]1[CH:33]=[CH:32][C:26]([C:27]([N:29]([CH3:31])[CH3:30])=[O:28])=[CH:25][C:24]=1[F:34].C(=O)([O-])[O-].[Cs+].[Cs+].C, predict the reaction product. The product is: [CH3:30][N:29]([CH3:31])[C:27]([C:26]1[CH:32]=[CH:33][C:23]([NH:22][C:4]2[N:9]=[CH:8][N:7]=[C:6]([N:10]3[CH2:15][CH2:14][CH:13]([C:16]([O:18][CH2:19][CH3:20])=[O:17])[CH2:12][CH2:11]3)[C:5]=2[F:21])=[C:24]([F:34])[CH:25]=1)=[O:28]. (4) Given the reactants Br[C:2]1[CH:7]=[C:6]([Br:8])[CH:5]=[CH:4][N:3]=1.[C:9]1(B(O)O)[CH:14]=[CH:13][CH:12]=[CH:11][CH:10]=1.C(=O)([O-])[O-].[K+].[K+], predict the reaction product. The product is: [C:9]1([C:2]2[CH:7]=[C:6]([Br:8])[CH:5]=[CH:4][N:3]=2)[CH:14]=[CH:13][CH:12]=[CH:11][CH:10]=1. (5) Given the reactants [OH:1][CH2:2][C:3]1([CH2:15][OH:16])[CH2:9][CH2:8][S:7][C:6]2[CH:10]=[CH:11][CH:12]=[CH:13][C:5]=2[C:4]1=[O:14].C(N(CC)CC)C.[CH:24]1([N:30]=[C:31]=[O:32])[CH2:29][CH2:28][CH2:27][CH2:26][CH2:25]1, predict the reaction product. The product is: [OH:16][CH2:15][C:3]1([CH2:2][O:1][C:31](=[O:32])[NH:30][CH:24]2[CH2:29][CH2:28][CH2:27][CH2:26][CH2:25]2)[CH2:9][CH2:8][S:7][C:6]2[CH:10]=[CH:11][CH:12]=[CH:13][C:5]=2[C:4]1=[O:14].